From a dataset of Peptide-MHC class I binding affinity with 185,985 pairs from IEDB/IMGT. Regression. Given a peptide amino acid sequence and an MHC pseudo amino acid sequence, predict their binding affinity value. This is MHC class I binding data. (1) The peptide sequence is LLKATLLAV. The MHC is HLA-A02:03 with pseudo-sequence HLA-A02:03. The binding affinity (normalized) is 1.00. (2) The peptide sequence is ITFMQALQLL. The MHC is HLA-A68:02 with pseudo-sequence HLA-A68:02. The binding affinity (normalized) is 0.387. (3) The peptide sequence is HQLDPAFRA. The MHC is HLA-A02:02 with pseudo-sequence HLA-A02:02. The binding affinity (normalized) is 0.105. (4) The peptide sequence is GVEVRYIDIT. The MHC is HLA-A68:02 with pseudo-sequence HLA-A68:02. The binding affinity (normalized) is 0.0102. (5) The peptide sequence is SESTHYFTV. The MHC is BoLA-T2b with pseudo-sequence BoLA-T2b. The binding affinity (normalized) is 0.426.